From a dataset of Catalyst prediction with 721,799 reactions and 888 catalyst types from USPTO. Predict which catalyst facilitates the given reaction. (1) Reactant: [Cl:1][C:2]1[CH:3]=[CH:4][C:5]([O:15][CH2:16][C:17]2[CH:22]=[CH:21][CH:20]=[CH:19][CH:18]=2)=[C:6]([C:8](=O)[CH2:9][CH2:10][C:11](=O)[CH3:12])[CH:7]=1.[CH2:23]([O:25][C:26](=[O:34])[C:27]1[CH:32]=[CH:31][CH:30]=[C:29]([NH2:33])[CH:28]=1)[CH3:24].CC1C=CC(S(O)(=O)=O)=CC=1. Product: [CH2:23]([O:25][C:26](=[O:34])[C:27]1[CH:32]=[CH:31][CH:30]=[C:29]([N:33]2[C:11]([CH3:12])=[CH:10][CH:9]=[C:8]2[C:6]2[CH:7]=[C:2]([Cl:1])[CH:3]=[CH:4][C:5]=2[O:15][CH2:16][C:17]2[CH:22]=[CH:21][CH:20]=[CH:19][CH:18]=2)[CH:28]=1)[CH3:24]. The catalyst class is: 260. (2) Reactant: Br.[N:2]1[CH:3]=[CH:4][N:5]2[C:13]=1[C:12]1[C:11]([C:14]([OH:16])=O)=[CH:10][NH:9][C:8]=1[CH2:7][CH2:6]2.F[P-](F)(F)(F)(F)F.N1(OC(N(C)C)=[N+](C)C)C2C=CC=CC=2N=N1.C(N(CC)CC)C.[F:48][C:49]1[CH:55]=[CH:54][C:52]([NH2:53])=[CH:51][CH:50]=1. The catalyst class is: 145. Product: [F:48][C:49]1[CH:55]=[CH:54][C:52]([NH:53][C:14]([C:11]2[C:12]3[C:13]4[N:5]([CH:4]=[CH:3][N:2]=4)[CH2:6][CH2:7][C:8]=3[NH:9][CH:10]=2)=[O:16])=[CH:51][CH:50]=1.